This data is from Peptide-MHC class I binding affinity with 185,985 pairs from IEDB/IMGT. The task is: Regression. Given a peptide amino acid sequence and an MHC pseudo amino acid sequence, predict their binding affinity value. This is MHC class I binding data. The peptide sequence is VLYCVHQHI. The MHC is HLA-A02:06 with pseudo-sequence HLA-A02:06. The binding affinity (normalized) is 0.851.